This data is from Full USPTO retrosynthesis dataset with 1.9M reactions from patents (1976-2016). The task is: Predict the reactants needed to synthesize the given product. (1) The reactants are: [C:1](=[O:40])([O:36][CH:37](I)[CH3:38])[O:2][CH:3]([CH2:20][O:21][C:22](=[O:35])[C@H:23]([CH:32]([CH3:34])[CH3:33])[NH:24][C:25]([O:27][C:28]([CH3:31])([CH3:30])[CH3:29])=[O:26])[CH2:4][O:5][C:6](=[O:19])[C@H:7]([CH:16]([CH3:18])[CH3:17])[NH:8][C:9]([O:11][C:12]([CH3:15])([CH3:14])[CH3:13])=[O:10].[CH3:41][C:42]([O:44][CH2:45][C:46]1[CH2:67][S:66][C@@H:49]2[C@H:50]([NH:53][C:54](/[C:56](/[C:60]3[N:64]=[C:63]([NH2:65])[S:62][CH:61]=3)=[N:57]\[O:58][CH3:59])=[O:55])[C:51](=[O:52])[N:48]2[C:47]=1[C:68]([O-:70])=[O:69])=[O:43].[Na+]. Given the product [C:42]([O:44][CH2:45][C:46]1[CH2:67][S:66][C@@H:49]2[C@H:50]([NH:53][C:54](=[O:55])/[C:56](/[C:60]3[N:64]=[C:63]([NH2:65])[S:62][CH:61]=3)=[N:57]\[O:58][CH3:59])[C:51](=[O:52])[N:48]2[C:47]=1[C:68]([O:70][CH:37]([O:36][C:1]([O:2][CH:3]([CH2:20][O:21][C:22](=[O:35])[C@H:23]([CH:32]([CH3:34])[CH3:33])[NH:24][C:25]([O:27][C:28]([CH3:31])([CH3:30])[CH3:29])=[O:26])[CH2:4][O:5][C:6](=[O:19])[C@H:7]([CH:16]([CH3:18])[CH3:17])[NH:8][C:9]([O:11][C:12]([CH3:15])([CH3:14])[CH3:13])=[O:10])=[O:40])[CH3:38])=[O:69])(=[O:43])[CH3:41], predict the reactants needed to synthesize it. (2) Given the product [CH3:10][O:9][C:7]1[CH:6]=[C:5]([C:11]2([CH2:16][CH2:17][CH2:18][CH2:19][CH2:20][CH3:21])[CH2:15][CH2:14][CH2:13][CH2:12]2)[CH:4]=[C:3]([O:2][CH3:1])[CH:8]=1, predict the reactants needed to synthesize it. The reactants are: [CH3:1][O:2][C:3]1[CH:4]=[C:5]([C:11]2([CH:16]=[CH:17][CH2:18][CH2:19][CH2:20][CH3:21])[CH2:15][CH2:14][CH2:13][CH2:12]2)[CH:6]=[C:7]([O:9][CH3:10])[CH:8]=1. (3) Given the product [NH2:1][C:2]1[N:6]([CH3:7])[C:5](=[O:8])[C:4]([C:15]2[CH:16]=[C:17]([C:27]3[CH:28]=[C:23]([F:22])[CH:24]=[CH:25][C:26]=3[F:29])[CH:18]=[CH:19][CH:20]=2)([C:9]2[CH:14]=[CH:13][N:12]=[CH:11][CH:10]=2)[N:3]=1, predict the reactants needed to synthesize it. The reactants are: [NH2:1][C:2]1[N:6]([CH3:7])[C:5](=[O:8])[C:4]([C:15]2[CH:20]=[CH:19][CH:18]=[C:17](Br)[CH:16]=2)([C:9]2[CH:14]=[CH:13][N:12]=[CH:11][CH:10]=2)[N:3]=1.[F:22][C:23]1[CH:28]=[CH:27][C:26]([F:29])=[CH:25][C:24]=1B(O)O.C(=O)([O-])[O-].[Na+].[Na+]. (4) Given the product [CH:1]1([C:7]2([CH2:8][CH:9]3[C:17]4[C:12](=[CH:13][CH:14]=[CH:15][CH:16]=4)[C:11]4=[CH:18][N:19]=[CH:20][N:10]34)[S:26][CH2:22][CH2:23][CH2:24][S:25]2)[CH2:6][CH2:5][CH2:4][CH2:3][CH2:2]1, predict the reactants needed to synthesize it. The reactants are: [CH:1]1([C:7](=O)[CH2:8][CH:9]2[C:17]3[C:12](=[CH:13][CH:14]=[CH:15][CH:16]=3)[C:11]3=[CH:18][N:19]=[CH:20][N:10]23)[CH2:6][CH2:5][CH2:4][CH2:3][CH2:2]1.[CH2:22]([SH:26])[CH2:23][CH2:24][SH:25].B(F)(F)F.CCOCC. (5) Given the product [C:38]([O:37][C:35]([N:32]1[CH2:31][CH2:30][N:29]([C:26]2[CH:27]=[CH:28][C:23]([NH:22][C:14]3[N:13]=[C:12]([CH2:11][CH2:10][C:9]4[CH:42]=[CH:43][CH:44]=[CH:45][C:8]=4[CH2:7][C:6]([O-:46])=[O:5])[C:17]([C:18]([F:19])([F:20])[F:21])=[CH:16][N:15]=3)=[CH:24][CH:25]=2)[CH2:34][CH2:33]1)=[O:36])([CH3:41])([CH3:39])[CH3:40].[Li+:2], predict the reactants needed to synthesize it. The reactants are: O[Li:2].O.C[O:5][C:6](=[O:46])[CH2:7][C:8]1[CH:45]=[CH:44][CH:43]=[CH:42][C:9]=1[CH2:10][CH2:11][C:12]1[C:17]([C:18]([F:21])([F:20])[F:19])=[CH:16][N:15]=[C:14]([NH:22][C:23]2[CH:28]=[CH:27][C:26]([N:29]3[CH2:34][CH2:33][N:32]([C:35]([O:37][C:38]([CH3:41])([CH3:40])[CH3:39])=[O:36])[CH2:31][CH2:30]3)=[CH:25][CH:24]=2)[N:13]=1.